From a dataset of Forward reaction prediction with 1.9M reactions from USPTO patents (1976-2016). Predict the product of the given reaction. Given the reactants [C:1]([C:3]1[CH:11]=[CH:10][CH:9]=[C:8]2[C:4]=1[CH:5]=[CH:6][NH:7]2)#[N:2].[H-].[Na+].Br[CH2:15][CH2:16][CH2:17][CH2:18][CH2:19][B:20]([OH:22])[OH:21], predict the reaction product. The product is: [C:1]([C:3]1[CH:11]=[CH:10][CH:9]=[C:8]2[C:4]=1[CH:5]=[CH:6][N:7]2[CH2:15][CH2:16][CH2:17][CH2:18][CH2:19][B:20]([OH:22])[OH:21])#[N:2].